Dataset: Forward reaction prediction with 1.9M reactions from USPTO patents (1976-2016). Task: Predict the product of the given reaction. Given the reactants [F:1][C:2]1[CH:3]=[C:4]([NH2:10])[CH:5]=[N:6][C:7]=1[O:8][CH3:9].[Cl:11][C:12]1[CH:13]=[C:14]([C:19]2[N:24]=[C:23]([CH3:25])[N:22]=[C:21]([NH:26][CH2:27][CH2:28][O:29][CH3:30])[N:20]=2)[C:15](F)=[N:16][CH:17]=1.[Li+].C[Si]([N-][Si](C)(C)C)(C)C, predict the reaction product. The product is: [Cl:11][C:12]1[CH:13]=[C:14]([C:19]2[N:24]=[C:23]([CH3:25])[N:22]=[C:21]([NH:26][CH2:27][CH2:28][O:29][CH3:30])[N:20]=2)[C:15]([NH:10][C:4]2[CH:5]=[N:6][C:7]([O:8][CH3:9])=[C:2]([F:1])[CH:3]=2)=[N:16][CH:17]=1.